The task is: Regression. Given a peptide amino acid sequence and an MHC pseudo amino acid sequence, predict their binding affinity value. This is MHC class II binding data.. This data is from Peptide-MHC class II binding affinity with 134,281 pairs from IEDB. (1) The peptide sequence is HGLDVKFHTQAFSAH. The MHC is HLA-DQA10501-DQB10402 with pseudo-sequence HLA-DQA10501-DQB10402. The binding affinity (normalized) is 0.603. (2) The peptide sequence is ASLFLHLVGIPTHRH. The MHC is DRB1_0701 with pseudo-sequence DRB1_0701. The binding affinity (normalized) is 0.239.